Dataset: Forward reaction prediction with 1.9M reactions from USPTO patents (1976-2016). Task: Predict the product of the given reaction. (1) Given the reactants Cl.[NH2:2][C:3]1[C:4]2[C:14]([O:15][CH2:16][C@H:17]3[CH2:22][CH2:21][CH2:20][CH2:19][NH2+:18]3)=[CH:13][CH:12]=[CH:11][C:5]=2[NH:6][S:7](=[O:10])(=[O:9])[N:8]=1.[CH3:23][C:24]1[CH:25]=[C:26]([CH:30]=[CH:31][N:32]=1)[C:27](O)=[O:28], predict the reaction product. The product is: [NH2:2][C:3]1[C:4]2[C:14]([O:15][CH2:16][C@H:17]3[CH2:22][CH2:21][CH2:20][CH2:19][N:18]3[C:27]([C:26]3[CH:30]=[CH:31][N:32]=[C:24]([CH3:23])[CH:25]=3)=[O:28])=[CH:13][CH:12]=[CH:11][C:5]=2[NH:6][S:7](=[O:9])(=[O:10])[N:8]=1. (2) Given the reactants [O:1]=[CH:2][C@@H:3]([C@H:5]([C@@H:7]([C@@H:9](CO)[OH:10])[OH:8])[OH:6])[OH:4].O=C[C@@H]([C@H]([C@@H](CO)O)O)O.O=C[C@H]([C@@H]([C@@H](CO)O)O)O, predict the reaction product. The product is: [CH2:2]([OH:1])[C@@H:3]([C@H:5]([C@@H:7]([CH2:9][OH:10])[OH:8])[OH:6])[OH:4]. (3) Given the reactants C([O:3][C:4]([C:6]1[NH:10][C:9]2[CH:11]=[C:12]([C:14]3[CH:19]=[CH:18][C:17]([O:20][CH:21]([CH3:23])[CH3:22])=[CH:16][CH:15]=3)[S:13][C:8]=2[CH:7]=1)=[O:5])C.C([O:26][C:27](=[O:37])[CH:28]=[CH:29][C:30]1[CH:35]=[CH:34][C:33](Br)=[CH:32][CH:31]=1)C, predict the reaction product. The product is: [C:27]([CH:28]=[CH:29][C:30]1[CH:35]=[CH:34][C:33]([N:10]2[C:6]([C:4]([OH:3])=[O:5])=[CH:7][C:8]3[S:13][C:12]([C:14]4[CH:19]=[CH:18][C:17]([O:20][CH:21]([CH3:22])[CH3:23])=[CH:16][CH:15]=4)=[CH:11][C:9]2=3)=[CH:32][CH:31]=1)([OH:37])=[O:26]. (4) Given the reactants C([Al](CC)CC)C.[NH2:8][C:9]1[CH:14]=[CH:13][CH:12]=[CH:11][N:10]=1.[CH3:15][O:16][CH2:17][C:18]([CH3:24])([CH3:23])[C:19](OC)=[O:20].CO, predict the reaction product. The product is: [CH3:15][O:16][CH2:17][C:18]([CH3:24])([CH3:23])[C:19]([NH:8][C:9]1[CH:14]=[CH:13][CH:12]=[CH:11][N:10]=1)=[O:20]. (5) Given the reactants C[Si]([N-][Si](C)(C)C)(C)C.[Na+].F[C:12]1[C:17]([C:18]2[N:23]=[C:22]([CH3:24])[N:21]=[C:20]([N:25]([CH2:35][C:36]3[CH:41]=[CH:40][C:39]([O:42][CH3:43])=[CH:38][CH:37]=3)[CH2:26][C:27]3[CH:32]=[CH:31][C:30]([O:33][CH3:34])=[CH:29][CH:28]=3)[N:19]=2)=[CH:16][C:15]([C@H:44]([N:46]2[CH2:51][CH2:50][N:49]([S:52]([CH3:55])(=[O:54])=[O:53])[CH2:48][CH2:47]2)[CH3:45])=[CH:14][N:13]=1.[Cl:56][C:57]1[N:62]=[CH:61][C:60]([NH2:63])=[CH:59][CH:58]=1, predict the reaction product. The product is: [Cl:56][C:57]1[N:62]=[CH:61][C:60]([NH:63][C:12]2[C:17]([C:18]3[N:23]=[C:22]([CH3:24])[N:21]=[C:20]([N:25]([CH2:35][C:36]4[CH:37]=[CH:38][C:39]([O:42][CH3:43])=[CH:40][CH:41]=4)[CH2:26][C:27]4[CH:32]=[CH:31][C:30]([O:33][CH3:34])=[CH:29][CH:28]=4)[N:19]=3)=[CH:16][C:15]([C@H:44]([N:46]3[CH2:47][CH2:48][N:49]([S:52]([CH3:55])(=[O:54])=[O:53])[CH2:50][CH2:51]3)[CH3:45])=[CH:14][N:13]=2)=[CH:59][CH:58]=1.